From a dataset of Reaction yield outcomes from USPTO patents with 853,638 reactions. Predict the reaction yield, written as a fraction of the theoretical maximum amount of product (1.0 means a 100% yield; for example, 0.34 means a 34% yield). The reactants are [Br:1][C:2]1[CH:3]=[C:4]([NH:13][CH:14]2[CH2:19][CH2:18][O:17][CH2:16][CH2:15]2)[C:5]([CH3:12])=[C:6]([CH:11]=1)[C:7]([O:9][CH3:10])=[O:8].[CH:20]1([CH:23]=O)[CH2:22][CH2:21]1.C(O)(=O)C.C([BH3-])#N.[Na+]. The catalyst is CO. The product is [Br:1][C:2]1[CH:3]=[C:4]([N:13]([CH2:23][CH:20]2[CH2:22][CH2:21]2)[CH:14]2[CH2:19][CH2:18][O:17][CH2:16][CH2:15]2)[C:5]([CH3:12])=[C:6]([CH:11]=1)[C:7]([O:9][CH3:10])=[O:8]. The yield is 0.237.